From a dataset of Reaction yield outcomes from USPTO patents with 853,638 reactions. Predict the reaction yield, written as a fraction of the theoretical maximum amount of product (1.0 means a 100% yield; for example, 0.34 means a 34% yield). (1) The reactants are [Na].[C:2]12([C:12]#[N:13])[CH2:11][CH:6]3[CH2:7][CH:8]([CH2:10][CH:4]([CH2:5]3)[CH2:3]1)[CH2:9]2.C(O[CH2:18][CH3:19])(=O)C.[ClH:20]. The catalyst is CCCCCCCC.CCOCC. The product is [ClH:20].[C:2]12([C:12]([C:19]34[CH2:18][CH:8]5[CH2:10][CH:4]([CH2:3][CH:2]([CH2:9]5)[CH2:11]3)[CH2:5]4)=[NH:13])[CH2:9][CH:8]3[CH2:7][CH:6]([CH2:5][CH:4]([CH2:10]3)[CH2:3]1)[CH2:11]2. The yield is 0.660. (2) The reactants are [Br:1][C:2]1[CH:3]=[CH:4][C:5]([O:12][CH3:13])=[C:6]([C@H:8]([CH3:11])[CH2:9][OH:10])[CH:7]=1.BrC1C=CC(OC)=C([C@@H](C)C(O)=O)C=1. No catalyst specified. The product is [Br:1][C:2]1[CH:3]=[CH:4][C:5]([O:12][CH3:13])=[C:6]([C@@H:8]([CH3:11])[CH2:9][OH:10])[CH:7]=1. The yield is 0.950.